From a dataset of Reaction yield outcomes from USPTO patents with 853,638 reactions. Predict the reaction yield, written as a fraction of the theoretical maximum amount of product (1.0 means a 100% yield; for example, 0.34 means a 34% yield). (1) The reactants are C([O:3][C:4](=[O:21])[C:5]1[CH:17]=[C:16]([CH:18]([F:20])[F:19])[CH:15]=[C:7]([C:8]([N:10]([CH3:14])[CH2:11][CH2:12][CH3:13])=[O:9])[CH:6]=1)C.[OH-].[Li+]. The catalyst is C1COCC1. The product is [F:19][CH:18]([F:20])[C:16]1[CH:15]=[C:7]([C:8]([N:10]([CH3:14])[CH2:11][CH2:12][CH3:13])=[O:9])[CH:6]=[C:5]([CH:17]=1)[C:4]([OH:21])=[O:3]. The yield is 1.00. (2) The reactants are [Br:1][CH2:2][C:3]([O:5][CH2:6][CH3:7])=[O:4].[C:8]1([P:14]([C:21]2[CH:26]=[CH:25][CH:24]=[CH:23][CH:22]=2)[C:15]2[CH:20]=[CH:19][CH:18]=[CH:17][CH:16]=2)[CH:13]=[CH:12][CH:11]=[CH:10][CH:9]=1. The catalyst is C1C=CC=CC=1. The product is [Br-:1].[C:3]([CH2:2][P+:14]([C:15]1[CH:16]=[CH:17][CH:18]=[CH:19][CH:20]=1)([C:21]1[CH:26]=[CH:25][CH:24]=[CH:23][CH:22]=1)[C:8]1[CH:9]=[CH:10][CH:11]=[CH:12][CH:13]=1)([O:5][CH2:6][CH3:7])=[O:4]. The yield is 0.860.